This data is from Forward reaction prediction with 1.9M reactions from USPTO patents (1976-2016). The task is: Predict the product of the given reaction. (1) Given the reactants [H-].[Na+].[F:3][C:4]([F:19])([F:18])[C:5]1[CH:6]=[CH:7][CH:8]=[C:9]([NH:11][C:12]#[C:13][Si](C)(C)C)[CH:10]=1, predict the reaction product. The product is: [F:3][C:4]([F:19])([F:18])[C:5]1[CH:10]=[C:9]2[C:8]([CH:13]=[CH:12][NH:11]2)=[CH:7][CH:6]=1. (2) Given the reactants [CH3:1][O:2][C:3]1[CH:12]=[CH:11][CH:10]=[C:9]2[C:4]=1[CH:5]=[CH:6][C:7]([NH:13][C:14]1[S:15][C:16]([NH:24][C:25]([C:27]3[CH:31]=[CH:30][S:29][CH:28]=3)=[O:26])=[C:17]([C:19]([O:21]CC)=O)[N:18]=1)=[CH:8]2.[NH3:32].CO, predict the reaction product. The product is: [CH3:1][O:2][C:3]1[CH:12]=[CH:11][CH:10]=[C:9]2[C:4]=1[CH:5]=[CH:6][C:7]([NH:13][C:14]1[S:15][C:16]([NH:24][C:25]([C:27]3[CH:31]=[CH:30][S:29][CH:28]=3)=[O:26])=[C:17]([C:19]([NH2:32])=[O:21])[N:18]=1)=[CH:8]2. (3) Given the reactants [C:1]1([OH:11])[C:10]2[C:5](=[CH:6][CH:7]=[CH:8][CH:9]=2)[CH:4]=[CH:3][CH:2]=1.[CH2:12]([O:19][C@H:20]([C@H:22]([N:26]1[CH:30]=[C:29]([C:31]([NH2:33])=[O:32])[N:28]=[CH:27]1)[CH2:23][CH2:24]O)[CH3:21])[C:13]1[CH:18]=[CH:17][CH:16]=[CH:15][CH:14]=1.C1(P(C2C=CC=CC=2)C2C=CC=CC=2)C=CC=CC=1.N(C(OCC)=O)=NC(OCC)=O, predict the reaction product. The product is: [CH2:12]([O:19][C@H:20]([C@H:22]([N:26]1[CH:30]=[C:29]([C:31]([NH2:33])=[O:32])[N:28]=[CH:27]1)[CH2:23][CH2:24][O:11][C:1]1[C:10]2[C:5](=[CH:6][CH:7]=[CH:8][CH:9]=2)[CH:4]=[CH:3][CH:2]=1)[CH3:21])[C:13]1[CH:18]=[CH:17][CH:16]=[CH:15][CH:14]=1. (4) Given the reactants [CH:1]1([C:4]2[C:9]([C:10]3[CH:15]=[CH:14][CH:13]=[CH:12][CH:11]=3)=[CH:8][C:7]([N+:16]([O-])=O)=[CH:6][N:5]=2)[CH2:3][CH2:2]1.Cl[Sn]Cl.O, predict the reaction product. The product is: [CH:1]1([C:4]2[N:5]=[CH:6][C:7]([NH2:16])=[CH:8][C:9]=2[C:10]2[CH:15]=[CH:14][CH:13]=[CH:12][CH:11]=2)[CH2:3][CH2:2]1. (5) Given the reactants [OH:1][C:2]([C:4]([F:7])([F:6])[F:5])=[O:3].C([N:15]1[CH2:24][CH2:23][C:22]2[C:17](=[N:18][C:19]([N:29]3[CH2:34][CH2:33][CH:32]([CH:35]([C:37]4[CH:42]=[CH:41][C:40]([F:43])=[CH:39][C:38]=4[F:44])[F:36])[CH2:31][CH2:30]3)=[C:20]([NH:25][CH:26]3[CH2:28][CH2:27]3)[N:21]=2)[CH2:16]1)C1C=CC=CC=1, predict the reaction product. The product is: [CH:26]1([NH:25][C:20]2[N:21]=[C:22]3[CH2:23][CH2:24][NH:15][CH2:16][C:17]3=[N:18][C:19]=2[N:29]2[CH2:34][CH2:33][CH:32]([CH:35]([C:37]3[CH:42]=[CH:41][C:40]([F:43])=[CH:39][C:38]=3[F:44])[F:36])[CH2:31][CH2:30]2)[CH2:27][CH2:28]1.[C:2]([OH:3])([C:4]([F:7])([F:6])[F:5])=[O:1]. (6) Given the reactants [OH-].[Na+].[C:3]([O:7][C@@H:8]([C:15]1[C:16]([CH3:45])=[N:17][C:18]([CH3:44])=[C:19]([C:28]2[CH:33]=[CH:32][C:31]([O:34][CH2:35][CH2:36][C:37]3[CH:42]=[CH:41][C:40]([F:43])=[CH:39][CH:38]=3)=[CH:30][CH:29]=2)[C:20]=1[N:21]1[CH2:26][CH2:25][CH:24]([CH3:27])[CH2:23][CH2:22]1)[C:9]([O:11]C(C)C)=[O:10])([CH3:6])([CH3:5])[CH3:4].Cl, predict the reaction product. The product is: [C:3]([O:7][C@@H:8]([C:15]1[C:16]([CH3:45])=[N:17][C:18]([CH3:44])=[C:19]([C:28]2[CH:29]=[CH:30][C:31]([O:34][CH2:35][CH2:36][C:37]3[CH:42]=[CH:41][C:40]([F:43])=[CH:39][CH:38]=3)=[CH:32][CH:33]=2)[C:20]=1[N:21]1[CH2:26][CH2:25][CH:24]([CH3:27])[CH2:23][CH2:22]1)[C:9]([OH:11])=[O:10])([CH3:6])([CH3:5])[CH3:4].